From a dataset of Reaction yield outcomes from USPTO patents with 853,638 reactions. Predict the reaction yield, written as a fraction of the theoretical maximum amount of product (1.0 means a 100% yield; for example, 0.34 means a 34% yield). (1) The reactants are CC(O)=O.CCO.[Cl:8][C:9]1[C:25]([F:26])=[CH:24][CH:23]=[C:22]([Cl:27])[C:10]=1[CH2:11][O:12][C:13]1[C:14]([N+:19]([O-])=O)=[N:15][CH:16]=[CH:17][CH:18]=1.C(=O)([O-])[O-].[Na+].[Na+]. The catalyst is [Fe].O.C(OCC)C. The product is [Cl:8][C:9]1[C:25]([F:26])=[CH:24][CH:23]=[C:22]([Cl:27])[C:10]=1[CH2:11][O:12][C:13]1[C:14]([NH2:19])=[N:15][CH:16]=[CH:17][CH:18]=1. The yield is 0.990. (2) The reactants are [CH3:1][O:2][NH:3][CH:4]([C@@H:6]1[CH2:8][C@H:7]1[C:9]1[C:13]([Cl:14])=[C:12]([Cl:15])[S:11][C:10]=1[Cl:16])[CH3:5].C(N(CC)CC)C.[F:24][CH:25]([F:35])[C:26]1[C:30]([C:31](Cl)=[O:32])=[CH:29][N:28]([CH3:34])[N:27]=1. The catalyst is ClCCl.O. The product is [CH3:1][O:2][N:3]([CH:4]([C@@H:6]1[CH2:8][C@H:7]1[C:9]1[C:13]([Cl:14])=[C:12]([Cl:15])[S:11][C:10]=1[Cl:16])[CH3:5])[C:31]([C:30]1[C:26]([CH:25]([F:35])[F:24])=[N:27][N:28]([CH3:34])[CH:29]=1)=[O:32]. The yield is 0.840.